Dataset: Peptide-MHC class I binding affinity with 185,985 pairs from IEDB/IMGT. Task: Regression. Given a peptide amino acid sequence and an MHC pseudo amino acid sequence, predict their binding affinity value. This is MHC class I binding data. (1) The peptide sequence is FVMPIFEQI. The MHC is HLA-B27:03 with pseudo-sequence HLA-B27:03. The binding affinity (normalized) is 0.0847. (2) The binding affinity (normalized) is 0. The peptide sequence is SPASFEKK. The MHC is H-2-Db with pseudo-sequence H-2-Db. (3) The peptide sequence is AFASLQDML. The MHC is HLA-B58:01 with pseudo-sequence HLA-B58:01. The binding affinity (normalized) is 0.0847. (4) The peptide sequence is LMRFITAETH. The MHC is HLA-A33:01 with pseudo-sequence HLA-A33:01. The binding affinity (normalized) is 0.205. (5) The peptide sequence is EPADHLAIM. The MHC is HLA-A30:01 with pseudo-sequence HLA-A30:01. The binding affinity (normalized) is 0.0847. (6) The peptide sequence is SPVSRSHSF. The MHC is HLA-A68:02 with pseudo-sequence HLA-A68:02. The binding affinity (normalized) is 0.0847. (7) The peptide sequence is VTIGECPKY. The MHC is HLA-B07:02 with pseudo-sequence HLA-B07:02. The binding affinity (normalized) is 0.0847.